This data is from Reaction yield outcomes from USPTO patents with 853,638 reactions. The task is: Predict the reaction yield, written as a fraction of the theoretical maximum amount of product (1.0 means a 100% yield; for example, 0.34 means a 34% yield). (1) The reactants are CN(C)C(=O)C.Br[C:8]1[C:9]([NH:15][C:16]2[CH:21]=[CH:20][C:19]([C:22](=[O:24])[CH3:23])=[CH:18][CH:17]=2)=[N:10][CH:11]=[C:12]([CH3:14])[CH:13]=1.C1CCN2C(=NCCC2)CC1.O. The catalyst is CO.C([O-])(=O)C.[Pd+2].C([O-])(=O)C.C1(P(C2CCCCC2)C2C=CC=CC=2C2C=CC=CC=2)CCCCC1. The product is [CH3:14][C:12]1[CH:11]=[N:10][C:9]2[NH:15][C:16]3[C:21]([C:8]=2[CH:13]=1)=[CH:20][C:19]([C:22](=[O:24])[CH3:23])=[CH:18][CH:17]=3. The yield is 0.844. (2) The reactants are C[Mg]I.O1CCC[CH2:5]1.C(N(CC)CC)C.CO[C:18]([C:20]1[CH:24]=[C:23]([C:25]2[CH:30]=[C:29]([CH3:31])[CH:28]=[CH:27][C:26]=2[F:32])[O:22][N:21]=1)=[O:19]. The catalyst is C1(C)C=CC=CC=1. The product is [F:32][C:26]1[CH:27]=[CH:28][C:29]([CH3:31])=[CH:30][C:25]=1[C:23]1[O:22][N:21]=[C:20]([C:18](=[O:19])[CH3:5])[CH:24]=1. The yield is 0.590. (3) The reactants are [OH:1][C@H:2]([CH2:35][OH:36])[CH2:3][NH:4][C:5]([C:7]1[NH:8][C:9]([C:12]2[CH:17]=[C:16]([O:18][C:19]3[CH:24]=[N:23][C:22]([S:25]([CH3:28])(=[O:27])=[O:26])=[CH:21][N:20]=3)[CH:15]=[C:14]([O:29][C@@H:30]([CH3:34])[CH2:31][O:32][CH3:33])[CH:13]=2)=[CH:10][CH:11]=1)=[O:6].C(N(CC)CC)C.[CH:44]([Si:47](Cl)([CH:51]([CH3:53])[CH3:52])[CH:48]([CH3:50])[CH3:49])([CH3:46])[CH3:45]. The catalyst is C(Cl)Cl.CN(C)C1C=CN=CC=1. The product is [OH:1][C@H:2]([CH2:35][O:36][Si:47]([CH:51]([CH3:53])[CH3:52])([CH:48]([CH3:50])[CH3:49])[CH:44]([CH3:46])[CH3:45])[CH2:3][NH:4][C:5]([C:7]1[NH:8][C:9]([C:12]2[CH:17]=[C:16]([O:18][C:19]3[CH:24]=[N:23][C:22]([S:25]([CH3:28])(=[O:27])=[O:26])=[CH:21][N:20]=3)[CH:15]=[C:14]([O:29][C@@H:30]([CH3:34])[CH2:31][O:32][CH3:33])[CH:13]=2)=[CH:10][CH:11]=1)=[O:6]. The yield is 0.640. (4) The reactants are Cl[C:2]1[C:7]([N+:8]([O-:10])=[O:9])=[C:6]([CH3:11])[CH:5]=[C:4]([Cl:12])[N:3]=1.C(=O)(O)[O-].[Na+].Cl.[NH2:19][C@@H:20]([CH2:25][C:26]([O:28][CH3:29])=[O:27])[C:21]([O:23][CH3:24])=[O:22]. The catalyst is O1CCCC1. The product is [Cl:12][C:4]1[N:3]=[C:2]([NH:19][C@@H:20]([CH2:25][C:26]([O:28][CH3:29])=[O:27])[C:21]([O:23][CH3:24])=[O:22])[C:7]([N+:8]([O-:10])=[O:9])=[C:6]([CH3:11])[CH:5]=1. The yield is 0.512.